From a dataset of Reaction yield outcomes from USPTO patents with 853,638 reactions. Predict the reaction yield, written as a fraction of the theoretical maximum amount of product (1.0 means a 100% yield; for example, 0.34 means a 34% yield). The reactants are Br[CH2:2][C:3]([C:5]1[CH:10]=[CH:9][C:8]([Br:11])=[CH:7][CH:6]=1)=O.[CH:12]([O-:14])=O.[NH4+:15].[OH-].[Na+]. The catalyst is C(O)=O. The product is [Br:11][C:8]1[CH:9]=[CH:10][C:5]([C:3]2[N:15]=[CH:12][O:14][CH:2]=2)=[CH:6][CH:7]=1. The yield is 0.260.